Predict the product of the given reaction. From a dataset of Forward reaction prediction with 1.9M reactions from USPTO patents (1976-2016). (1) Given the reactants [Cl:1][C:2]1[CH:10]=[CH:9][C:5]([CH2:6][C:7]#[N:8])=[C:4]([O:11][CH3:12])[CH:3]=1.[Cl:13][C:14]1[C:15]([F:22])=[C:16]([CH:19]=[CH:20][CH:21]=1)[CH:17]=O.C[O-].[Na+], predict the reaction product. The product is: [Cl:13][C:14]1[C:15]([F:22])=[C:16](/[CH:17]=[C:6](/[C:5]2[CH:9]=[CH:10][C:2]([Cl:1])=[CH:3][C:4]=2[O:11][CH3:12])\[C:7]#[N:8])[CH:19]=[CH:20][CH:21]=1. (2) The product is: [F:1][C:2]1[CH:3]=[C:4]2[C:8](=[CH:9][CH:10]=1)[N:7]([S:17]([C:14]1[CH:15]=[CH:16][C:11]([CH3:21])=[CH:12][CH:13]=1)(=[O:19])=[O:18])[CH:6]=[CH:5]2. Given the reactants [F:1][C:2]1[CH:3]=[C:4]2[C:8](=[CH:9][CH:10]=1)[NH:7][CH:6]=[CH:5]2.[C:11]1([CH3:21])[CH:16]=[CH:15][C:14]([S:17](Cl)(=[O:19])=[O:18])=[CH:13][CH:12]=1.[OH-].[Na+], predict the reaction product. (3) Given the reactants [Cl:1][C:2]1[C:11]2[C:6](=[CH:7][C:8]([S:23](=[O:26])(=[O:25])[NH2:24])=[C:9]([O:12][C@@H:13]3[CH2:18][CH2:17][C@H:16]([NH:19]C(=O)C)[CH2:15][CH2:14]3)[CH:10]=2)[C:5](=[O:27])[N:4]([CH2:28][C:29]2[CH:34]=[CH:33][C:32]([O:35][CH3:36])=[CH:31][CH:30]=2)[CH:3]=1.Cl, predict the reaction product. The product is: [NH2:19][C@@H:16]1[CH2:15][CH2:14][C@H:13]([O:12][C:9]2[CH:10]=[C:11]3[C:6](=[CH:7][C:8]=2[S:23]([NH2:24])(=[O:26])=[O:25])[C:5](=[O:27])[N:4]([CH2:28][C:29]2[CH:30]=[CH:31][C:32]([O:35][CH3:36])=[CH:33][CH:34]=2)[CH:3]=[C:2]3[Cl:1])[CH2:18][CH2:17]1. (4) Given the reactants [C:1]([C:3]1[CH:4]=[C:5]([CH:25]=[CH:26][C:27]=1[O:28][CH:29]([CH3:31])[CH3:30])[CH2:6][O:7][C:8]1[CH:16]=[CH:15][C:14]2[N:13]3[CH2:17][CH2:18][CH:19]([CH2:20][C:21]([OH:23])=[O:22])[C:12]3=[CH:11][C:10]=2[C:9]=1[CH3:24])#[N:2].[Cl:32]N1C(=O)CCC1=O, predict the reaction product. The product is: [Cl:32][C:11]1[C:10]2[C:9]([CH3:24])=[C:8]([O:7][CH2:6][C:5]3[CH:25]=[CH:26][C:27]([O:28][CH:29]([CH3:31])[CH3:30])=[C:3]([C:1]#[N:2])[CH:4]=3)[CH:16]=[CH:15][C:14]=2[N:13]2[CH2:17][CH2:18][CH:19]([CH2:20][C:21]([OH:23])=[O:22])[C:12]=12. (5) Given the reactants [Cl:1][C:2]1[CH:24]=[C:23]([O:25][CH3:26])[CH:22]=[C:21]([Cl:27])[C:3]=1[CH2:4][CH:5]1[CH2:9][CH2:8][N:7]([CH:10]2[CH2:19][CH2:18][C:13]3(OCC[O:14]3)[CH2:12][CH2:11]2)[C:6]1=[O:20].O.C1(C)C=CC(S(O)(=O)=O)=CC=1.Cl, predict the reaction product. The product is: [Cl:1][C:2]1[CH:24]=[C:23]([O:25][CH3:26])[CH:22]=[C:21]([Cl:27])[C:3]=1[CH2:4][CH:5]1[CH2:9][CH2:8][N:7]([CH:10]2[CH2:11][CH2:12][C:13](=[O:14])[CH2:18][CH2:19]2)[C:6]1=[O:20]. (6) Given the reactants I[C:2]1[N:3]=[CH:4][N:5]([C:7]2[CH:12]=[C:11]([C:13]([F:16])([F:15])[F:14])[CH:10]=[C:9]([C:17]3[CH:22]=[CH:21][C:20]([C:23]([F:26])([F:25])[F:24])=[CH:19][CH:18]=3)[N:8]=2)[CH:6]=1.[NH2:27][C:28]1[CH:33]=[CH:32][C:31](B2OC(C)(C)C(C)(C)O2)=[CH:30][N:29]=1, predict the reaction product. The product is: [F:14][C:13]([F:16])([F:15])[C:11]1[CH:10]=[C:9]([C:17]2[CH:22]=[CH:21][C:20]([C:23]([F:26])([F:25])[F:24])=[CH:19][CH:18]=2)[N:8]=[C:7]([N:5]2[CH:6]=[C:2]([C:31]3[CH:32]=[CH:33][C:28]([NH2:27])=[N:29][CH:30]=3)[N:3]=[CH:4]2)[CH:12]=1. (7) Given the reactants Br[C:2]1[CH:7]=[CH:6][C:5]([N:8]2[CH:12]=[CH:11][CH:10]=[N:9]2)=[CH:4][CH:3]=1.[B:13]1([B:13]2[O:17][C:16]([CH3:19])([CH3:18])[C:15]([CH3:21])([CH3:20])[O:14]2)[O:17][C:16]([CH3:19])([CH3:18])[C:15]([CH3:21])([CH3:20])[O:14]1.C([O-])(=O)C.[K+], predict the reaction product. The product is: [CH3:20][C:15]1([CH3:21])[C:16]([CH3:19])([CH3:18])[O:17][B:13]([C:2]2[CH:7]=[CH:6][C:5]([N:8]3[CH:12]=[CH:11][CH:10]=[N:9]3)=[CH:4][CH:3]=2)[O:14]1.